Dataset: Forward reaction prediction with 1.9M reactions from USPTO patents (1976-2016). Task: Predict the product of the given reaction. (1) Given the reactants [CH3:1][N:2]([CH:10]1[CH2:15][CH2:14][N:13]([C:16](=[O:36])/[CH:17]=[CH:18]/[C:19]2[CH:24]=[CH:23][C:22]([C:25]([F:28])([F:27])[F:26])=[CH:21][C:20]=2[CH2:29][N:30]2[N:34]=[N:33][C:32]([CH3:35])=[N:31]2)[CH2:12][CH2:11]1)C(=O)OC(C)(C)C.C(O)(C(F)(F)F)=O.Cl, predict the reaction product. The product is: [CH3:35][C:32]1[N:33]=[N:34][N:30]([CH2:29][C:20]2[CH:21]=[C:22]([C:25]([F:26])([F:27])[F:28])[CH:23]=[CH:24][C:19]=2/[CH:18]=[CH:17]/[C:16]([N:13]2[CH2:12][CH2:11][CH:10]([NH:2][CH3:1])[CH2:15][CH2:14]2)=[O:36])[N:31]=1. (2) Given the reactants [CH:1]1[C:9]2[C:8]3[CH:10]=[CH:11][CH:12]=[CH:13][C:7]=3[S:6][C:5]=2[C:4](B(O)O)=[CH:3][CH:2]=1.[OH:17]O, predict the reaction product. The product is: [CH:1]1[C:9]2[C:8]3[CH:10]=[CH:11][CH:12]=[CH:13][C:7]=3[S:6][C:5]=2[C:4]([OH:17])=[CH:3][CH:2]=1. (3) Given the reactants [Cl:1][C:2]1[CH:3]=[C:4]([C:9]2([C:24]([F:27])([F:26])[F:25])[S:13][N:12]=[C:11]([C:14]3[CH:22]=[CH:21][C:17]([C:18]([NH2:20])=[O:19])=[C:16]([CH3:23])[CH:15]=3)[CH2:10]2)[CH:5]=[C:6]([Cl:8])[CH:7]=1.[CH3:28]OC(OC)N(C)C.Cl.[CH2:37]([O:39][NH2:40])[CH3:38].[OH-].[Na+], predict the reaction product. The product is: [Cl:1][C:2]1[CH:3]=[C:4]([C:9]2([C:24]([F:25])([F:27])[F:26])[S:13][N:12]=[C:11]([C:14]3[CH:22]=[CH:21][C:17]([C:18]([NH:20]/[CH:28]=[N:40]/[O:39][CH2:37][CH3:38])=[O:19])=[C:16]([CH3:23])[CH:15]=3)[CH2:10]2)[CH:5]=[C:6]([Cl:8])[CH:7]=1.